From a dataset of Catalyst prediction with 721,799 reactions and 888 catalyst types from USPTO. Predict which catalyst facilitates the given reaction. (1) Reactant: [C:1]([Si:3]([CH3:6])([CH3:5])[CH3:4])#[CH:2].C([Mg]Br)C.[CH3:11][O:12][C:13]1[CH:14]=[C:15]([CH:18]=[C:19]([O:21][CH3:22])[CH:20]=1)[CH2:16]Br. Product: [CH3:22][O:21][C:19]1[CH:18]=[C:15]([CH2:16][C:2]#[C:1][Si:3]([CH3:6])([CH3:5])[CH3:4])[CH:14]=[C:13]([O:12][CH3:11])[CH:20]=1. The catalyst class is: 116. (2) Reactant: [OH:1][C@H:2]1[CH2:11][CH2:10][CH2:9][C@@H:8]2[C@:3]1([C:14]1[CH:19]=[CH:18][C:17]([O:20][CH3:21])=[CH:16][CH:15]=1)[CH2:4][CH2:5][C:6](=[O:13])[C@H:7]2[CH3:12].[CH2:22](O)[CH2:23][OH:24].C1(C)C=CC(S(O)(=O)=O)=CC=1.O. Product: [CH3:21][O:20][C:17]1[CH:16]=[CH:15][C:14]([C@@:3]23[C@@H:2]([OH:1])[CH2:11][CH2:10][CH2:9][C@H:8]2[C@H:7]([CH3:12])[C:6]2([O:24][CH2:23][CH2:22][O:13]2)[CH2:5][CH2:4]3)=[CH:19][CH:18]=1. The catalyst class is: 11. (3) Reactant: [CH2:1]([O:3][C:4](=[O:14])[CH2:5][C:6](=[O:13])[C:7]1[CH:12]=[CH:11][CH:10]=[CH:9][CH:8]=1)[CH3:2].[N:15]([O-])=[O:16].[Na+]. Product: [CH2:1]([O:3][C:4](=[O:14])[C:5](=[N:15][OH:16])[C:6](=[O:13])[C:7]1[CH:8]=[CH:9][CH:10]=[CH:11][CH:12]=1)[CH3:2]. The catalyst class is: 86. (4) Reactant: [CH2:1]([O:5][CH2:6][CH2:7][O:8][C:9]1[CH:14]=[CH:13][C:12]([C:15]2[CH:16]=[CH:17][C:18]3[N:24]([CH2:25][CH2:26][CH3:27])[CH2:23][CH2:22][C:21]([C:28]([NH:30][C:31]4[CH:32]=[N:33][C:34]([S:37][CH2:38][C:39]5[N:40]([CH2:44][CH2:45][CH3:46])[CH:41]=[CH:42][N:43]=5)=[CH:35][CH:36]=4)=[O:29])=[CH:20][C:19]=3[CH:47]=2)=[CH:11][CH:10]=1)[CH2:2][CH2:3][CH3:4].ClC1C=CC=C(C(OO)=[O:56])C=1.S([O-])([O-])(=O)=S.[Na+].[Na+]. Product: [CH2:1]([O:5][CH2:6][CH2:7][O:8][C:9]1[CH:14]=[CH:13][C:12]([C:15]2[CH:16]=[CH:17][C:18]3[N:24]([CH2:25][CH2:26][CH3:27])[CH2:23][CH2:22][C:21]([C:28]([NH:30][C:31]4[CH:32]=[N:33][C:34]([S:37]([CH2:38][C:39]5[N:40]([CH2:44][CH2:45][CH3:46])[CH:41]=[CH:42][N:43]=5)=[O:56])=[CH:35][CH:36]=4)=[O:29])=[CH:20][C:19]=3[CH:47]=2)=[CH:11][CH:10]=1)[CH2:2][CH2:3][CH3:4]. The catalyst class is: 2.